This data is from Full USPTO retrosynthesis dataset with 1.9M reactions from patents (1976-2016). The task is: Predict the reactants needed to synthesize the given product. (1) Given the product [Cl:19][C:20]1[C:21]([C:48]2[CH:53]=[CH:52][C:51]([O:54][CH3:55])=[CH:50][C:49]=2[F:56])=[CH:22][C:23]2[N:27]=[C:26]([O:28][C:29]3[CH:30]=[CH:31][C:32]([CH3:38])=[C:33]([CH:37]=3)[C:34]([OH:36])=[O:35])[NH:25][C:24]=2[CH:47]=1, predict the reactants needed to synthesize it. The reactants are: CCCC[N+](CCCC)(CCCC)CCCC.[F-].[Cl:19][C:20]1[C:21]([C:48]2[CH:53]=[CH:52][C:51]([O:54][CH3:55])=[CH:50][C:49]=2[F:56])=[CH:22][C:23]2[N:27]=[C:26]([O:28][C:29]3[CH:30]=[CH:31][C:32]([CH3:38])=[C:33]([CH:37]=3)[C:34]([OH:36])=[O:35])[N:25](COCC[Si](C)(C)C)[C:24]=2[CH:47]=1. (2) Given the product [Cl:22][C:23]1[S:27][C:26]([S:28]([NH:1][C:2]2[CH:11]=[CH:10][C:9]3[NH:8][C:7](=[O:12])[C:6]4[NH:13][CH:14]=[CH:15][C:5]=4[C:4]=3[CH:3]=2)(=[O:30])=[O:29])=[CH:25][CH:24]=1.[CH2:17]([C:19]([O-:21])=[O:20])[CH3:18], predict the reactants needed to synthesize it. The reactants are: [NH2:1][C:2]1[CH:11]=[CH:10][C:9]2[NH:8][C:7](=[O:12])[C:6]3[NH:13][CH:14]=[CH:15][C:5]=3[C:4]=2[CH:3]=1.Cl.[CH2:17]([C:19]([OH:21])=[O:20])[CH3:18].[Cl:22][C:23]1[S:27][C:26]([S:28](Cl)(=[O:30])=[O:29])=[CH:25][CH:24]=1.